From a dataset of NCI-60 drug combinations with 297,098 pairs across 59 cell lines. Regression. Given two drug SMILES strings and cell line genomic features, predict the synergy score measuring deviation from expected non-interaction effect. (1) Drug 1: CS(=O)(=O)C1=CC(=C(C=C1)C(=O)NC2=CC(=C(C=C2)Cl)C3=CC=CC=N3)Cl. Drug 2: CC1=CC2C(CCC3(C2CCC3(C(=O)C)OC(=O)C)C)C4(C1=CC(=O)CC4)C. Cell line: OVCAR-5. Synergy scores: CSS=10.1, Synergy_ZIP=-1.12, Synergy_Bliss=3.19, Synergy_Loewe=-5.38, Synergy_HSA=-0.186. (2) Drug 1: CCCS(=O)(=O)NC1=C(C(=C(C=C1)F)C(=O)C2=CNC3=C2C=C(C=N3)C4=CC=C(C=C4)Cl)F. Drug 2: CCC1=CC2CC(C3=C(CN(C2)C1)C4=CC=CC=C4N3)(C5=C(C=C6C(=C5)C78CCN9C7C(C=CC9)(C(C(C8N6C)(C(=O)OC)O)OC(=O)C)CC)OC)C(=O)OC.C(C(C(=O)O)O)(C(=O)O)O. Cell line: SN12C. Synergy scores: CSS=26.5, Synergy_ZIP=2.24, Synergy_Bliss=4.41, Synergy_Loewe=-19.4, Synergy_HSA=2.80.